Dataset: Full USPTO retrosynthesis dataset with 1.9M reactions from patents (1976-2016). Task: Predict the reactants needed to synthesize the given product. (1) Given the product [C:42]([N:20]1[C@@H:22]([CH3:23])[C@@H:21]1[C:24]([O:26][CH2:27][C:28]1[CH:33]=[CH:32][CH:31]=[CH:30][CH:29]=1)=[O:25])([O:44][C:45]([CH3:46])([CH3:47])[CH3:48])=[O:43], predict the reactants needed to synthesize it. The reactants are: C([N:20]1[C@@H:22]([CH3:23])[C@@H:21]1[C:24]([O:26][CH2:27][C:28]1[CH:33]=[CH:32][CH:31]=[CH:30][CH:29]=1)=[O:25])(C1C=CC=CC=1)(C1C=CC=CC=1)C1C=CC=CC=1.[CH3:46][C:45]([O:44][C:42](O[C:42]([O:44][C:45]([CH3:48])([CH3:47])[CH3:46])=[O:43])=[O:43])([CH3:48])[CH3:47].C(OC(=O)C)C.O. (2) Given the product [CH3:13][O:14][C:15]([C:17]1[S:18][C:19]([Br:29])=[CH:20][C:21]=1[NH:22][C:23](=[O:28])[C:24]([F:25])([F:26])[F:27])=[O:16], predict the reactants needed to synthesize it. The reactants are: C(NC(C)C)(C)C.C([Li])CCC.[CH3:13][O:14][C:15]([C:17]1[S:18][CH:19]=[CH:20][C:21]=1[NH:22][C:23](=[O:28])[C:24]([F:27])([F:26])[F:25])=[O:16].[Br:29]CCBr.C([O-])(O)=O.[Na+]. (3) Given the product [CH3:11][S:12]([O:9][CH2:8][CH:5]1[CH2:6][CH2:7][C:2]([F:10])([F:1])[CH2:3][CH2:4]1)(=[O:14])=[O:13], predict the reactants needed to synthesize it. The reactants are: [F:1][C:2]1([F:10])[CH2:7][CH2:6][CH:5]([CH2:8][OH:9])[CH2:4][CH2:3]1.[CH3:11][S:12](Cl)(=[O:14])=[O:13].Cl. (4) Given the product [NH2:17][C:11]1[N:10]=[C:9]([NH:18][C@H:19]([CH3:23])[CH2:20][CH2:21][CH3:22])[N:8]=[C:7]2[C:12]=1[NH:13][C:14](=[O:15])[N:6]2[CH2:5][CH2:4][CH2:3][CH2:2][N:24]1[CH2:29][CH2:28][CH2:27][CH2:26][CH2:25]1, predict the reactants needed to synthesize it. The reactants are: Cl[CH2:2][CH2:3][CH2:4][CH2:5][N:6]1[C:14]([O:15]C)=[N:13][C:12]2[C:7]1=[N:8][C:9]([NH:18][C@H:19]([CH3:23])[CH2:20][CH2:21][CH3:22])=[N:10][C:11]=2[NH2:17].[NH:24]1[CH2:29][CH2:28][CH2:27][CH2:26][CH2:25]1. (5) The reactants are: [Br:1][C:2]1[S:6][CH:5]=[C:4]([C:7]([OH:9])=[O:8])[CH:3]=1.Cl.O.[CH3:12]O. Given the product [CH3:12][O:8][C:7]([C:4]1[CH:3]=[C:2]([Br:1])[S:6][CH:5]=1)=[O:9], predict the reactants needed to synthesize it. (6) Given the product [CH3:15][O:14][C:8]1[N:7]=[C:6]([NH:3][C:2]#[N:1])[C:11]([O:12][CH3:13])=[CH:10][N:9]=1, predict the reactants needed to synthesize it. The reactants are: [N:1]#[C:2][NH2:3].[Na].Cl[C:6]1[C:11]([O:12][CH3:13])=[CH:10][N:9]=[C:8]([O:14][CH3:15])[N:7]=1.C(O)(=O)C.[Cl-].[Na+]. (7) Given the product [CH:10]([C:13]1[N:18]=[CH:17][C:16]([NH:19][CH2:8][C:6]2[CH:5]=[N:4][N:3]([CH:1]=[CH2:2])[CH:7]=2)=[CH:15][CH:14]=1)([CH3:12])[CH3:11], predict the reactants needed to synthesize it. The reactants are: [CH:1]([N:3]1[CH:7]=[C:6]([CH:8]=O)[CH:5]=[N:4]1)=[CH2:2].[CH:10]([C:13]1[N:18]=[CH:17][C:16]([NH2:19])=[CH:15][CH:14]=1)([CH3:12])[CH3:11].C(O[BH-](OC(=O)C)OC(=O)C)(=O)C.[Na+].C(=O)([O-])O.[Na+]. (8) Given the product [CH2:2]([C:7]1([CH2:7][CH2:6][CH2:14][CH3:13])[C:6]2[CH:5]=[C:4]([C:1](=[O:3])[CH3:2])[CH:16]=[CH:15][C:14]=2[C:13]2[C:8]1=[CH:9][CH:10]=[CH:11][CH:12]=2)[CH2:1][CH2:4][CH3:5], predict the reactants needed to synthesize it. The reactants are: [C:1]([C:4]1[CH:16]=[CH:15][C:14]2[C:13]3[C:8](=[CH:9][CH:10]=[CH:11][CH:12]=3)[CH2:7][C:6]=2[CH:5]=1)(=[O:3])[CH3:2].[OH-].[K+].[I-].[K+].O. (9) Given the product [ClH:34].[C:1]([C:4]1[C:12]2[C:11]([CH3:13])=[C:10]([C:14]([NH:16][C:17]3[CH:26]=[C:25]([C:27]([OH:30])([CH3:29])[CH3:28])[C:24]4[C:19](=[CH:20][CH:21]=[CH:22][CH:23]=4)[N:18]=3)=[O:15])[S:9][C:8]=2[C:7]([C:31](=[O:33])[CH3:32])=[CH:6][CH:5]=1)(=[O:3])[CH3:2], predict the reactants needed to synthesize it. The reactants are: [C:1]([C:4]1[C:12]2[C:11]([CH3:13])=[C:10]([C:14]([NH:16][C:17]3[CH:26]=[C:25]([C:27]([OH:30])([CH3:29])[CH3:28])[C:24]4[C:19](=[CH:20][CH:21]=[CH:22][CH:23]=4)[N:18]=3)=[O:15])[S:9][C:8]=2[C:7]([C:31](=[O:33])[CH3:32])=[CH:6][CH:5]=1)(=[O:3])[CH3:2].[ClH:34].